Dataset: Full USPTO retrosynthesis dataset with 1.9M reactions from patents (1976-2016). Task: Predict the reactants needed to synthesize the given product. (1) Given the product [Cl:1][C:2]1[C:3]([CH3:34])=[CH:4][C:5]([O:6][CH2:7][CH2:8][CH2:9][C:10]2[C:18]3[C:13](=[CH:14][CH:15]=[CH:16][CH:17]=3)[N:12]([CH2:19][CH2:20][S:21]([OH:24])(=[O:22])=[O:23])[CH:11]=2)=[CH:31][C:32]=1[CH3:33], predict the reactants needed to synthesize it. The reactants are: [Cl:1][C:2]1[C:32]([CH3:33])=[CH:31][C:5]([O:6][CH2:7][CH2:8][CH2:9][C:10]2[C:18]3[C:13](=[CH:14][CH:15]=[CH:16][CH:17]=3)[N:12]([CH2:19][CH2:20][S:21]([O:24]C3C=CC=CC=3)(=[O:23])=[O:22])[CH:11]=2)=[CH:4][C:3]=1[CH3:34].[OH-].[Na+]. (2) Given the product [C:26]([O:25][C:23]([C:19]1[S:18][C:17]([N:14]2[CH2:15][CH2:16][NH:11][C@@H:12]([C:30](=[O:42])[NH:31][CH2:32][C:33]3[CH:34]=[CH:35][C:36]([CH2:39][CH2:40][CH3:41])=[CH:37][CH:38]=3)[CH2:13]2)=[N:21][C:20]=1[CH3:22])=[O:24])([CH3:28])([CH3:29])[CH3:27], predict the reactants needed to synthesize it. The reactants are: C(OC([N:11]1[CH2:16][CH2:15][N:14]([C:17]2[S:18][C:19]([C:23]([O:25][C:26]([CH3:29])([CH3:28])[CH3:27])=[O:24])=[C:20]([CH3:22])[N:21]=2)[CH2:13][C@@H:12]1[C:30](=[O:42])[NH:31][CH2:32][C:33]1[CH:38]=[CH:37][C:36]([CH2:39][CH2:40][CH3:41])=[CH:35][CH:34]=1)=O)C1C=CC=CC=1. (3) Given the product [CH2:17]1[CH2:16][O:15][C:12]2[CH:13]=[CH:14][C:9]([NH:8][C:6]3[C:5]([F:19])=[CH:4][N:3]=[C:2]([NH:32][C:22]4[N:23]([C:26]5[CH:27]=[CH:28][CH:29]=[CH:30][CH:31]=5)[CH2:24][O:25][C:21]=4[CH3:20])[N:7]=3)=[CH:10][C:11]=2[O:18]1, predict the reactants needed to synthesize it. The reactants are: Cl[C:2]1[N:7]=[C:6]([NH:8][C:9]2[CH:14]=[CH:13][C:12]3[O:15][CH2:16][CH2:17][O:18][C:11]=3[CH:10]=2)[C:5]([F:19])=[CH:4][N:3]=1.[CH3:20][C:21]1[O:25][CH2:24][N:23]([C:26]2[CH:31]=[CH:30][CH:29]=[CH:28][CH:27]=2)[C:22]=1[NH2:32]. (4) Given the product [CH:1]1([S:4]([N:7]2[CH2:12][CH2:11][N:10]([C:13]3[CH:14]=[CH:15][C:16]([C:19]4[N:28]=[C:27]([NH:29][CH2:30][C@H:31]5[O:36][CH2:35][CH2:34][NH:33][CH2:32]5)[C:26]5[C:21](=[N:22][CH:23]=[CH:24][N:25]=5)[CH:20]=4)=[CH:17][CH:18]=3)[CH2:9][CH2:8]2)(=[O:5])=[O:6])[CH2:3][CH2:2]1, predict the reactants needed to synthesize it. The reactants are: [CH:1]1([S:4]([N:7]2[CH2:12][CH2:11][N:10]([C:13]3[CH:18]=[CH:17][C:16]([C:19]4[N:28]=[C:27]([NH:29][CH2:30][C@@H:31]5[O:36][CH2:35][CH2:34][N:33](C(OC(C)(C)C)=O)[CH2:32]5)[C:26]5[C:21](=[N:22][CH:23]=[CH:24][N:25]=5)[CH:20]=4)=[CH:15][CH:14]=3)[CH2:9][CH2:8]2)(=[O:6])=[O:5])[CH2:3][CH2:2]1.Cl.CC(=O)OCC. (5) Given the product [Br:15][C:9]1[CH:10]=[C:6]([C:4]([CH:1]2[CH2:3][CH2:2]2)=[O:5])[S:7][CH:8]=1, predict the reactants needed to synthesize it. The reactants are: [CH:1]1([C:4]([C:6]2[S:7][CH:8]=[CH:9][CH:10]=2)=[O:5])[CH2:3][CH2:2]1.[Cl-].[Al+3].[Cl-].[Cl-].[Br:15]Br. (6) Given the product [C:15]([O:9][C:8]([CH:5]1[CH2:6][CH2:7][CH:2]([OH:1])[CH2:3][CH2:4]1)=[O:10])([CH3:18])([CH3:17])[CH3:16], predict the reactants needed to synthesize it. The reactants are: [OH:1][C@H:2]1[CH2:7][CH2:6][C@H:5]([C:8]([OH:10])=[O:9])[CH2:4][CH2:3]1.ClC(Cl)(Cl)C(=N)O[C:15]([CH3:18])([CH3:17])[CH3:16]. (7) Given the product [CH3:1][O:2][C:3]1[CH:4]=[C:5]([CH:10]=[C:11]([C:13]([F:16])([F:15])[F:14])[CH:12]=1)[C:6]([N:18]([O:19][CH3:20])[CH3:17])=[O:8], predict the reactants needed to synthesize it. The reactants are: [CH3:1][O:2][C:3]1[CH:4]=[C:5]([CH:10]=[C:11]([C:13]([F:16])([F:15])[F:14])[CH:12]=1)[C:6]([O:8]C)=O.[CH3:17][NH:18][O:19][CH3:20].C([Mg]Cl)(C)C.